This data is from Full USPTO retrosynthesis dataset with 1.9M reactions from patents (1976-2016). The task is: Predict the reactants needed to synthesize the given product. (1) Given the product [CH3:1][S:2][C:3]1[C:4]2[CH:11]=[C:10]([CH:34]=[O:35])[S:9][C:5]=2[N:6]=[CH:7][N:8]=1, predict the reactants needed to synthesize it. The reactants are: [CH3:1][S:2][C:3]1[C:4]2[CH:11]=[CH:10][S:9][C:5]=2[N:6]=[CH:7][N:8]=1.[Li+].CC([N-]C(C)C)C.[Li]CCCC.C(NC(C)C)(C)C.C1C[O:35][CH2:34]C1. (2) Given the product [F:19][C:20]1[CH:25]=[CH:24][C:23]([S:26][C:5]2[CH:6]=[CH:7][C:2]([CH3:1])=[CH:3][C:4]=2[N+:16]([O-:18])=[O:17])=[CH:22][CH:21]=1, predict the reactants needed to synthesize it. The reactants are: [CH3:1][C:2]1[CH:7]=[CH:6][C:5](OS(C(F)(F)F)(=O)=O)=[C:4]([N+:16]([O-:18])=[O:17])[CH:3]=1.[F:19][C:20]1[CH:25]=[CH:24][C:23]([SH:26])=[CH:22][CH:21]=1. (3) Given the product [C:3]12[CH:2]=[C:22]3[N:23]=[C:19]([CH:20]=[CH:21]3)[CH:18]=[C:17]3[NH:38][C:14]([CH:15]=[CH:16]3)=[CH:13][C:12]3=[N:40][C:9]([CH:10]=[CH:11]3)=[CH:8][C:6]([NH:7]1)=[CH:5][CH:4]=2, predict the reactants needed to synthesize it. The reactants are: Br[C:2]1[C:3]2[NH:7][C:6]([C:8](C3C=C(C(C)(C)C)C=C(C(C)(C)C)C=3)=[C:9]3[N:40]=[C:12]([C:13](Br)=[C:14]4[NH:38][C:17](=[C:18](C5C=C(C(C)(C)C)C=C(C(C)(C)C)C=5)[C:19]5[CH:20]=[CH:21][C:22]=1[N:23]=5)[CH:16]=[CH:15]4)[CH:11]=[CH:10]3)=[CH:5][CH:4]=2.C([C@@H]1COC(=O)N1)C1C=CC=CC=1.CC1(C)C2C(=C(P(C3C=CC=CC=3)C3C=CC=CC=3)C=CC=2)OC2C(P(C3C=CC=CC=3)C3C=CC=CC=3)=CC=CC1=2.C([O-])([O-])=O.[Cs+].[Cs+]. (4) The reactants are: [NH4+].[Cl-].[Cl:3][C:4]1[C:5]([C:29]2[CH:30]=[N:31][N:32]3[CH:37]=[CH:36][CH:35]=[CH:34][C:33]=23)=[N:6][C:7]([NH:10][C:11]2[CH:16]=[C:15]([N+:17]([O-])=O)[C:14]([N:20]([CH2:22][CH2:23][N:24]([CH3:26])[CH3:25])[CH3:21])=[CH:13][C:12]=2[O:27][CH3:28])=[N:8][CH:9]=1. Given the product [Cl:3][C:4]1[C:5]([C:29]2[CH:30]=[N:31][N:32]3[CH:37]=[CH:36][CH:35]=[CH:34][C:33]=23)=[N:6][C:7]([NH:10][C:11]2[CH:16]=[C:15]([NH2:17])[C:14]([N:20]([CH2:22][CH2:23][N:24]([CH3:25])[CH3:26])[CH3:21])=[CH:13][C:12]=2[O:27][CH3:28])=[N:8][CH:9]=1, predict the reactants needed to synthesize it.